This data is from Forward reaction prediction with 1.9M reactions from USPTO patents (1976-2016). The task is: Predict the product of the given reaction. (1) Given the reactants C1(S(C[C@H]2[C@H](O[Si:17]([CH2:22][CH3:23])([CH2:20][CH3:21])[CH2:18][CH3:19])C[C@H](O[Si:17]([CH2:22][CH3:23])([CH2:20][CH3:21])[CH2:18][CH3:19])[C@@H]2C/C=C\CCCC23OCC(C)(CO2)CO3)(=O)=O)C=CC=CC=1.C[Si]([N-][Si](C)(C)C)(C)C.[Li+].[C:57]1([CH2:63][CH2:64][C@H:65](O[Si](CC)(CC)CC)[CH2:66][I:67])[CH:62]=[CH:61][CH:60]=[CH:59][CH:58]=1, predict the reaction product. The product is: [C:57]1([CH2:63][CH2:64][C@H:65]([Si:17]([CH2:22][CH3:23])([CH2:20][CH3:21])[CH2:18][CH3:19])[CH2:66][I:67])[CH:58]=[CH:59][CH:60]=[CH:61][CH:62]=1. (2) Given the reactants [OH:1][CH2:2][C:3]1[N:8]=[C:7]([C:9]([F:12])([F:11])[F:10])[N:6]=[C:5]([O:13][C@@H:14]2[CH2:19][CH2:18][C@H:17]([N:20]3[CH2:23][C:22]([CH2:46][C:47]#[N:48])([N:24]4[CH:28]=[C:27]([C:29]5[C:30]6[CH:37]=[CH:36][N:35]([CH2:38][O:39][CH2:40][CH2:41][Si:42]([CH3:45])([CH3:44])[CH3:43])[C:31]=6[N:32]=[CH:33][N:34]=5)[CH:26]=[N:25]4)[CH2:21]3)[CH2:16][CH2:15]2)[CH:4]=1.C(N(CC)C(C)C)(C)C.[CH3:58][S:59](Cl)(=[O:61])=[O:60].CCOC(C)=O, predict the reaction product. The product is: [CH3:58][S:59]([O:1][CH2:2][C:3]1[CH:4]=[C:5]([O:13][C@H:14]2[CH2:19][CH2:18][C@@H:17]([N:20]3[CH2:23][C:22]([CH2:46][C:47]#[N:48])([N:24]4[CH:28]=[C:27]([C:29]5[C:30]6[CH:37]=[CH:36][N:35]([CH2:38][O:39][CH2:40][CH2:41][Si:42]([CH3:43])([CH3:44])[CH3:45])[C:31]=6[N:32]=[CH:33][N:34]=5)[CH:26]=[N:25]4)[CH2:21]3)[CH2:16][CH2:15]2)[N:6]=[C:7]([C:9]([F:12])([F:11])[F:10])[N:8]=1)(=[O:61])=[O:60]. (3) Given the reactants [Cl:1][C:2]1[CH:3]=[C:4]([CH:20]=[CH:21][CH:22]=1)[CH2:5][NH:6][C:7](=[O:19])[C:8]1[CH:13]=[CH:12][C:11]([CH:14]=O)=[C:10]([N+:16]([O-])=O)[CH:9]=1.[F:23][C:24]1[CH:29]=[CH:28][CH:27]=[CH:26][C:25]=1[CH:30]([N:33]1[CH2:37][CH2:36][CH2:35][CH2:34]1)[CH2:31][NH2:32].N1C2C(=CC=CC=2)C=N1, predict the reaction product. The product is: [Cl:1][C:2]1[CH:3]=[C:4]([CH:20]=[CH:21][CH:22]=1)[CH2:5][NH:6][C:7]([C:8]1[CH:13]=[CH:12][C:11]2[C:10]([CH:9]=1)=[N:16][N:32]([CH2:31][CH:30]([C:25]1[CH:26]=[CH:27][CH:28]=[CH:29][C:24]=1[F:23])[N:33]1[CH2:37][CH2:36][CH2:35][CH2:34]1)[CH:14]=2)=[O:19].